Dataset: Experimentally validated miRNA-target interactions with 360,000+ pairs, plus equal number of negative samples. Task: Binary Classification. Given a miRNA mature sequence and a target amino acid sequence, predict their likelihood of interaction. (1) The miRNA is mmu-miR-1933-3p with sequence CCAGGACCAUCAGUGUGACUAU. The protein sequence of the target gene is MLNMWKVRELVDKATNVVMNYSEIESKVREATNDDPWGPSGQLMGEIAKATFMYEQFPELMNMLWSRMLKDNKKNWRRVYKSLLLLAYLIRNGSERVVTSAREHIYDLRSLENYHFVDEHGKDQGINIRQKVKELVEFAQDDDRLREERKKAKKNKDKYVGVSSDSVGGFRYSERYDPEPKSKWDEEWDKNKSAFPFSDKLGELSDKIGSTIDDTISKFRRKDREDSPERCSDSDEEKKARRGRSPKGEFKDEEETVTTKHIHITQATETTTTRHKRTANPSKTIDLGAAAHYTGDKASP.... Result: 0 (no interaction). (2) The miRNA is mmu-miR-483-5p with sequence AAGACGGGAGAAGAGAAGGGAG. The protein sequence of the target gene is MAAPRQIPSHIVRLKPSCSTDSSFTRTPVPTVSLASRELPVSSWQVTEPSSKNLWEQICKEYEAEQPPFPEGYKVKQEPVITVAPVEEMLFHGFSAEHYFPVSHFTMISRTPCPQDKSETINPKTCSPKEYLETFIFPVLLPGMASLLHQAKKEKCFERKRTKFIACDFLTEWLYNQNPKRAGEPFTEFFSIPFVEERLKQHPRPPIPLSLLLTEEEAALYIQSFWRACVVRCDPEIQELRQWQKKLREAKHIHQQVKIFWAKQEQKVKCKMEDDAVPAAKMKIPSS. Result: 0 (no interaction). (3) The miRNA is hsa-miR-192-5p with sequence CUGACCUAUGAAUUGACAGCC. The protein sequence of the target gene is MALPVTALLLPLALLLHAARPSQFRVSPLDRTWNLGETVELKCQVLLSNPTSGCSWLFQPRGAAASPTFLLYLSQNKPKAAEGLDTQRFSGKRLGDTFVLTLSDFRRENEGYYFCSALSNSIMYFSHFVPVFLPAKPTTTPAPRPPTPAPTIASQPLSLRPEACRPAAGGAVHTRGLDFACDIYIWAPLAGTCGVLLLSLVITLYCNHRNRRRVCKCPRPVVKSGDKPSLSARYV. Result: 0 (no interaction). (4) The miRNA is hsa-miR-6778-3p with sequence UGCCUCCCUGACAUUCCACAG. The protein sequence of the target gene is MALHNPQYIFGDFSPDEFNQFFVTPRSSVELPPYSGTLCSIQAEDELPDGQEHQRIEFGVDEVIEPSEGLPPTPSYSISSTLNPQAPEFILGCTTSKKIPEAVEKDETYSSIDQYPASALALESNSNAEAETLENDSGAGGLGQRERKKKKKRPPGYYSYLKDGGEDSASPATLVNGHATSVGTSGEAVEDAEFMDVLPPVMPRTCDSPQNPVDFISGPVPDSPFPRTLGGDARTAGLCEGCHEADFEQPCLPADSLLRTAGTQPYVGTDTTENFAVANGKILESPGEDTAANGAELHTD.... Result: 0 (no interaction). (5) Result: 0 (no interaction). The miRNA is cel-miR-1824-5p with sequence UGGCAGUGUUUCUCCCCCAACUU. The protein sequence of the target gene is MTSMASLFSFTSPAVKRLLGWKQGDEEEKWAEKAVDALVKKLKKKKGAMEELEKALSSPGQPSKCVTIPRSLDGRLQVSHRKGLPHVIYCRVWRWPDLQSHHELKPLDICEFPFGSKQKEVCINPYHYKRVESPVLPPVLVPRHNEFNPQHSLLVQFRNLSHNEPHMPQNATFPDSFHQPNNAPFPLSPNSPYPPSPASSTYPNSPASSGPGSPFQLPADTPPPAYMPPDDQMAPDNSQPMDTSSNMIPQTMPSISSRDVQPVAYEEPKHWCSIVYYELNNRVGEAFHASSTSVLVDGFT.... (6) The miRNA is hsa-miR-6513-3p with sequence UCAAGUGUCAUCUGUCCCUAG. The protein sequence of the target gene is MTVKPAKAASLARNLAKRRRTYLGGAAGRSQEPEVPCAAVLPGKPGDRNCPEFPPPDRTLGCWATDAAPAAGLCGAGSEPSIAPTSCAGNLPSRPPPLLSPLLASRNPCPWHYLHLSGSHNTLAPTCFKAKLHRKRGSQPPDMASALTDRTSRAPSTYTYTSRPRALPCQRSRYRDSLTQPDEEPMHYGNIMYDRRVIRGNTYALQTGPLLGRPDSLELQRQREARKRALARKQAQEQLRPQTPEPVEGRKHVDVQTELYLEEIADRIIEVDMECQTDAFLDRPPTPLFIPAKTGKDVAT.... Result: 0 (no interaction). (7) The miRNA is hsa-miR-4736 with sequence AGGCAGGUUAUCUGGGCUG. The protein sequence of the target gene is MGCTVSAEDKAAAERSKMIDKNLREDGEKAAREVKLLLLGAGESGKSTIVKQMKIIHEDGYSEEECRQYRAVVYSNTIQSIMAIVKAMGNLQIDFADPQRADDARQLFALSCAAEEQGMLPEDLSGVIRRLWADHGVQACFGRSREYQLNDSAAYYLNDLERIAQSDYIPTQQDVLRTRVKTTGIVETHFTFKDLHFKMFDVGGQRSERKKWIHCFEGVTAIIFCVALSAYDLVLAEDEEMNRMHESMKLFDSICNNKWFTDTSIILFLNKKDLFEEKITQSPLTICFPEYTGANKYDEA.... Result: 0 (no interaction).